This data is from Rat liver microsome stability data. The task is: Regression/Classification. Given a drug SMILES string, predict its absorption, distribution, metabolism, or excretion properties. Task type varies by dataset: regression for continuous measurements (e.g., permeability, clearance, half-life) or binary classification for categorical outcomes (e.g., BBB penetration, CYP inhibition). Dataset: rlm. (1) The drug is CNC[C@@H](O)CCN1c2ccccc2N(c2ccccc2)S1(=O)=O. The result is 1 (stable in rat liver microsomes). (2) The compound is FC(F)(F)CC(c1cccs1)c1c(-c2ccccc2)[nH]c2cc(Cl)ccc12. The result is 0 (unstable in rat liver microsomes). (3) The drug is Cc1ccc(-n2ccc(C(F)(F)F)c2COc2c(F)cc(CCC(=O)O)cc2F)cc1. The result is 1 (stable in rat liver microsomes).